This data is from Forward reaction prediction with 1.9M reactions from USPTO patents (1976-2016). The task is: Predict the product of the given reaction. (1) Given the reactants [F:1][C:2]1[CH:3]=[CH:4][C:5]([O:11][C:12]([F:15])([F:14])[F:13])=[C:6]2[C:10]=1[NH:9][CH:8]=[CH:7]2.[C:16](O[C:16]([C:18]([F:21])([F:20])[F:19])=[O:17])([C:18]([F:21])([F:20])[F:19])=[O:17], predict the reaction product. The product is: [F:19][C:18]([F:21])([F:20])[C:16]([C:7]1[C:6]2[C:10](=[C:2]([F:1])[CH:3]=[CH:4][C:5]=2[O:11][C:12]([F:15])([F:13])[F:14])[NH:9][CH:8]=1)=[O:17]. (2) Given the reactants [S:1](=[O:5])(=[O:4])([OH:3])[OH:2].[OH-].[Al+3:7].[OH-].[OH-].[O-2].[Al+3].[O-2].[O-2].[Al+3].[Si](O)(O)(O)O.[K].[S:21]([O-:25])([O-:24])(=[O:23])=[O:22].[K+:26].[K+], predict the reaction product. The product is: [O-:4][S:1]([O-:5])(=[O:3])=[O:2].[O-:24][S:21]([O-:25])(=[O:23])=[O:22].[Al+3:7].[K+:26]. (3) Given the reactants [Cl:1][C:2]1[CH:3]=[C:4]([C:9]2[CH:14]=[C:13]([N:15]3[CH2:20][CH2:19]N[CH2:17][CH2:16]3)[N:12]=[C:11]([N:21]3[CH2:26][CH2:25][N:24]([CH2:27][CH2:28][CH3:29])[CH2:23][CH2:22]3)[N:10]=2)[CH:5]=[CH:6][C:7]=1[F:8].Cl[C:31]1[C:36]([CH3:37])=[CH:35][C:34]([N+:38]([O-:40])=[O:39])=[CH:33][N:32]=1.[CH3:41]CN(C(C)C)C(C)C, predict the reaction product. The product is: [Cl:1][C:2]1[CH:3]=[C:4]([C:9]2[N:10]=[C:11]([N:21]3[CH2:22][CH2:23][N:24]([CH2:27][CH2:28][CH3:29])[CH2:25][CH2:26]3)[N:12]=[C:13]([N:15]3[CH2:16][CH2:17][CH:41]([C:31]4[C:36]([CH3:37])=[CH:35][C:34]([N+:38]([O-:40])=[O:39])=[CH:33][N:32]=4)[CH2:19][CH2:20]3)[CH:14]=2)[CH:5]=[CH:6][C:7]=1[F:8]. (4) Given the reactants [C:1]1(=[O:11])[O:6][C:4](=O)[C:3]2=[CH:7][CH:8]=[CH:9][CH:10]=[C:2]12.[NH2:12][C:13]1[CH:18]=[CH:17][N:16]=[CH:15][CH:14]=1.C(OC(=O)C)(=O)C, predict the reaction product. The product is: [N:16]1[CH:17]=[CH:18][C:13]([N:12]2[C:1](=[O:11])[C:2]3=[CH:10][CH:9]=[CH:8][CH:7]=[C:3]3[C:4]2=[O:6])=[CH:14][CH:15]=1. (5) Given the reactants [F:1][C:2]1[CH:14]=[CH:13][C:5]2[CH2:6][C@H:7](OC)[B:8]([OH:10])[O:9][C:4]=2[C:3]=1[C:15]([OH:17])=[O:16].[NH2:18][N:19]1[CH:23]=[N:22][N:21]=[C:20]1[SH:24], predict the reaction product. The product is: [NH2:18][N:19]1[CH:23]=[N:22][N:21]=[C:20]1[S:24][C@H:7]1[CH2:6][C:5]2[CH:13]=[CH:14][C:2]([F:1])=[C:3]([C:15]([OH:17])=[O:16])[C:4]=2[O:9][B:8]1[OH:10]. (6) Given the reactants [Cl:1][C:2]1[CH:7]=[CH:6][CH:5]=[C:4]([O:8][CH3:9])[C:3]=1[C:10]1[CH:15]=[CH:14][CH:13]=[CH:12][C:11]=1Cl.Cl[C:18]1C=CC=C(OC)C=1B(O)O.CC1C=CC=CC=1Br, predict the reaction product. The product is: [Cl:1][C:2]1[C:3]([C:10]2[CH:15]=[CH:14][CH:13]=[CH:12][C:11]=2[CH3:18])=[C:4]([O:8][CH3:9])[CH:5]=[CH:6][CH:7]=1. (7) Given the reactants [F:1][C:2]1[CH:3]=[CH:4][C:5](B2OC(C)(C)C(C)(C)O2)=[C:6]2[C:10]=1[C@H:9]([O:11][C:12]1[CH:25]=[CH:24][C:15]3[C@H:16]([CH2:19][C:20]([O:22][CH3:23])=[O:21])[CH2:17][O:18][C:14]=3[CH:13]=1)[CH2:8][CH2:7]2.Br[C:36]1[C:48]([CH3:49])=[CH:47][C:39]([O:40][CH2:41][CH:42]2[CH2:46][CH2:45][O:44][CH2:43]2)=[CH:38][C:37]=1[CH3:50].[O-]P([O-])([O-])=O.[K+].[K+].[K+], predict the reaction product. The product is: [CH3:50][C:37]1[CH:38]=[C:39]([O:40][CH2:41][CH:42]2[CH2:46][CH2:45][O:44][CH2:43]2)[CH:47]=[C:48]([CH3:49])[C:36]=1[C:5]1[CH:4]=[CH:3][C:2]([F:1])=[C:10]2[C:6]=1[CH2:7][CH2:8][C@H:9]2[O:11][C:12]1[CH:25]=[CH:24][C:15]2[C@H:16]([CH2:19][C:20]([O:22][CH3:23])=[O:21])[CH2:17][O:18][C:14]=2[CH:13]=1. (8) Given the reactants [O:1]=[C:2]1[NH:6][CH2:5][C:4]2([CH2:10][C@@H:9]([C:11]([O:13][C:14]([CH3:17])([CH3:16])[CH3:15])=[O:12])[N:8]([C:18]([O:20][C:21]([CH3:24])([CH3:23])[CH3:22])=[O:19])[CH2:7]2)[O:3]1.[Cl:25][C:26]1[CH:27]=[C:28](Br)[CH:29]=[CH:30][CH:31]=1, predict the reaction product. The product is: [Cl:25][C:26]1[CH:31]=[C:30]([N:6]2[CH2:5][C@:4]3([CH2:10][C@@H:9]([C:11]([O:13][C:14]([CH3:16])([CH3:17])[CH3:15])=[O:12])[N:8]([C:18]([O:20][C:21]([CH3:24])([CH3:23])[CH3:22])=[O:19])[CH2:7]3)[O:3][C:2]2=[O:1])[CH:29]=[CH:28][CH:27]=1.